From a dataset of Forward reaction prediction with 1.9M reactions from USPTO patents (1976-2016). Predict the product of the given reaction. (1) Given the reactants [C:1]([C:5]1[CH:6]=[C:7]([CH:10]=[C:11]([C:14]([CH3:17])([CH3:16])[CH3:15])[C:12]=1[OH:13])[CH:8]=O)([CH3:4])([CH3:3])[CH3:2].[F:18][C:19]([F:31])([F:30])[O:20][C:21]1[CH:26]=[CH:25][C:24]([CH2:27][C:28]#[N:29])=[CH:23][CH:22]=1, predict the reaction product. The product is: [C:14]([C:11]1[CH:10]=[C:7]([CH:8]=[C:27]([C:24]2[CH:23]=[CH:22][C:21]([O:20][C:19]([F:30])([F:31])[F:18])=[CH:26][CH:25]=2)[C:28]#[N:29])[CH:6]=[C:5]([C:1]([CH3:4])([CH3:3])[CH3:2])[C:12]=1[OH:13])([CH3:17])([CH3:16])[CH3:15]. (2) Given the reactants [CH3:1][N:2]([CH3:24])[C:3]1[C:12]2[C:7](=[CH:8][CH:9]=[CH:10][CH:11]=2)[C:6]([C:13]2[O:14][C:15](=[O:23])[C:16]3[N:22]=[CH:21][CH:20]=[CH:19][C:17]=3[N:18]=2)=[CH:5][CH:4]=1.[CH2:25]([NH2:30])[CH2:26][CH2:27][CH2:28][CH3:29], predict the reaction product. The product is: [CH3:24][N:2]([CH3:1])[C:3]1[C:12]2[C:7](=[CH:8][CH:9]=[CH:10][CH:11]=2)[C:6]([C:13]([NH:18][C:17]2[C:16]([C:15]([NH:30][CH2:25][CH2:26][CH2:27][CH2:28][CH3:29])=[O:23])=[N:22][CH:21]=[CH:20][CH:19]=2)=[O:14])=[CH:5][CH:4]=1.